Dataset: Forward reaction prediction with 1.9M reactions from USPTO patents (1976-2016). Task: Predict the product of the given reaction. Given the reactants ClC1C(F)=C(C=C(C(F)(F)F)C=1)CN1CCC(COC2C(C3CC3)=CC(C(O)=O)=C(F)C=2)(F)CC1.[CH:36]1([C:39]2[C:40]([O:49][CH2:50][CH:51]3[CH2:56][CH2:55][N:54]([S:57]([C:60]4[CH:65]=[CH:64][C:63]([O:66][C:67]([F:70])([F:69])[F:68])=[CH:62][CH:61]=4)(=[O:59])=[O:58])[CH2:53][CH2:52]3)=[CH:41][C:42]([F:48])=[C:43]([CH:47]=2)[C:44](O)=[O:45])[CH2:38][CH2:37]1.CS(N)(=O)=O.[CH:76]1([S:79]([NH2:82])(=[O:81])=[O:80])[CH2:78][CH2:77]1, predict the reaction product. The product is: [CH:36]1([C:39]2[C:40]([O:49][CH2:50][CH:51]3[CH2:56][CH2:55][N:54]([S:57]([C:60]4[CH:65]=[CH:64][C:63]([O:66][C:67]([F:68])([F:69])[F:70])=[CH:62][CH:61]=4)(=[O:59])=[O:58])[CH2:53][CH2:52]3)=[CH:41][C:42]([F:48])=[C:43]([CH:47]=2)[C:44]([NH:82][S:79]([CH:76]2[CH2:78][CH2:77]2)(=[O:81])=[O:80])=[O:45])[CH2:38][CH2:37]1.